Task: Predict the product of the given reaction.. Dataset: Forward reaction prediction with 1.9M reactions from USPTO patents (1976-2016) (1) Given the reactants [CH2:1]([O:8][CH2:9][CH2:10][O:11][CH2:12][CH2:13][CH2:14][OH:15])[C:2]1[CH:7]=[CH:6][CH:5]=[CH:4][CH:3]=1.Br[CH2:17][C:18]([O:20][C:21]([CH3:24])([CH3:23])[CH3:22])=[O:19].[OH-].[Na+], predict the reaction product. The product is: [CH2:1]([O:8][CH2:9][CH2:10][O:11][CH2:12][CH2:13][CH2:14][O:15][CH2:17][C:18]([O:20][C:21]([CH3:24])([CH3:23])[CH3:22])=[O:19])[C:2]1[CH:7]=[CH:6][CH:5]=[CH:4][CH:3]=1. (2) Given the reactants C(N(CC)CC)C.[Cl:8][C:9]1[CH:29]=[CH:28][C:12]([O:13][C:14]2[CH:19]=[CH:18][C:17]([C:20](OC)=[C:21]([C:24]#[N:25])[C:22]#[N:23])=[CH:16][CH:15]=2)=[CH:11][CH:10]=1.Cl.[CH2:31]([O:38][C:39]([N:41]1[CH2:46][CH2:45][CH2:44][CH:43]([NH:47][NH2:48])[CH2:42]1)=[O:40])[C:32]1[CH:37]=[CH:36][CH:35]=[CH:34][CH:33]=1, predict the reaction product. The product is: [NH2:25][C:24]1[N:47]([CH:43]2[CH2:44][CH2:45][CH2:46][N:41]([C:39]([O:38][CH2:31][C:32]3[CH:37]=[CH:36][CH:35]=[CH:34][CH:33]=3)=[O:40])[CH2:42]2)[N:48]=[C:20]([C:17]2[CH:16]=[CH:15][C:14]([O:13][C:12]3[CH:28]=[CH:29][C:9]([Cl:8])=[CH:10][CH:11]=3)=[CH:19][CH:18]=2)[C:21]=1[C:22]#[N:23].